Dataset: Forward reaction prediction with 1.9M reactions from USPTO patents (1976-2016). Task: Predict the product of the given reaction. Given the reactants Br[C:2]1[C:3]([OH:13])=[C:4]([CH:9]=[C:10]([F:12])[CH:11]=1)[C:5]([O:7][CH3:8])=[O:6].CN(C)C=O.C(=O)=O.[F:22][C:23]([F:27])([F:26])[C:24]#[CH:25], predict the reaction product. The product is: [F:12][C:10]1[CH:9]=[C:4]([C:5]([O:7][CH3:8])=[O:6])[C:3]2[O:13][C:24]([C:23]([F:27])([F:26])[F:22])=[CH:25][C:2]=2[CH:11]=1.